From a dataset of Catalyst prediction with 721,799 reactions and 888 catalyst types from USPTO. Predict which catalyst facilitates the given reaction. Reactant: [F:1][C:2]1[CH:7]=[CH:6][C:5]([NH:8][C:9]([NH:11][CH:12]2[CH2:17][CH2:16][NH:15][CH2:14][CH2:13]2)=[O:10])=[CH:4][CH:3]=1.C(N(CC)CC)C.[C:25](Cl)(=[O:27])[CH3:26].O. Product: [C:25]([N:15]1[CH2:16][CH2:17][CH:12]([NH:11][C:9]([NH:8][C:5]2[CH:6]=[CH:7][C:2]([F:1])=[CH:3][CH:4]=2)=[O:10])[CH2:13][CH2:14]1)(=[O:27])[CH3:26]. The catalyst class is: 4.